This data is from Reaction yield outcomes from USPTO patents with 853,638 reactions. The task is: Predict the reaction yield, written as a fraction of the theoretical maximum amount of product (1.0 means a 100% yield; for example, 0.34 means a 34% yield). (1) The reactants are [CH3:1][O:2][C:3]1[C:12]([NH:13][C:14](=[O:18])OCC)=[N:11][C:10]2[C:5](=[CH:6][CH:7]=[C:8]([CH3:19])[CH:9]=2)[N:4]=1.[CH3:20][C:21]1[CH:22]=[C:23]([N:28]2[CH2:33][CH2:32][NH:31][CH2:30][CH2:29]2)[CH:24]=[C:25]([CH3:27])[CH:26]=1. No catalyst specified. The product is [CH3:1][O:2][C:3]1[C:12]([NH:13][C:14]([N:31]2[CH2:32][CH2:33][N:28]([C:23]3[CH:24]=[C:25]([CH3:27])[CH:26]=[C:21]([CH3:20])[CH:22]=3)[CH2:29][CH2:30]2)=[O:18])=[N:11][C:10]2[C:5](=[CH:6][CH:7]=[C:8]([CH3:19])[CH:9]=2)[N:4]=1. The yield is 0.870. (2) The reactants are [F:1][C:2]([F:11])([F:10])[C:3]1[CH:4]=[C:5]([CH:7]=[CH:8][CH:9]=1)[NH2:6].[Br:12][CH2:13][C:14](Br)=[O:15].C(=O)([O-])O.[Na+].O. The catalyst is ClCCl. The product is [Br:12][CH2:13][C:14]([NH:6][C:5]1[CH:7]=[CH:8][CH:9]=[C:3]([C:2]([F:10])([F:11])[F:1])[CH:4]=1)=[O:15]. The yield is 1.00. (3) The reactants are [CH2:1]([O:8][C:9]1[CH:14]=[CH:13][C:12]([C:15]2[CH:20]=[CH:19][C:18]([CH3:21])=[C:17]([CH2:22]O)[CH:16]=2)=[CH:11][CH:10]=1)[C:2]1[CH:7]=[CH:6][CH:5]=[CH:4][CH:3]=1.CS(Cl)(=O)=O.[C:29]([C:33]1[CH:38]=[CH:37][C:36]([C:39]2[C:47]3[C:42](=[CH:43][CH:44]=[CH:45][CH:46]=3)[NH:41][C:40]=2[C:48]([O:50][CH2:51][CH3:52])=[O:49])=[CH:35][CH:34]=1)([CH3:32])([CH3:31])[CH3:30].CCOC(C)=O. The catalyst is C(Cl)Cl. The product is [CH2:1]([O:8][C:9]1[CH:14]=[CH:13][C:12]([C:15]2[CH:20]=[CH:19][C:18]([CH3:21])=[C:17]([CH2:22][N:41]3[C:42]4[C:47](=[CH:46][CH:45]=[CH:44][CH:43]=4)[C:39]([C:36]4[CH:35]=[CH:34][C:33]([C:29]([CH3:32])([CH3:30])[CH3:31])=[CH:38][CH:37]=4)=[C:40]3[C:48]([O:50][CH2:51][CH3:52])=[O:49])[CH:16]=2)=[CH:11][CH:10]=1)[C:2]1[CH:3]=[CH:4][CH:5]=[CH:6][CH:7]=1. The yield is 0.990. (4) The reactants are Br[C:2]1[CH:20]=[N:19][C:5]2[N:6]=[C:7]([N:13]3[CH2:18][CH2:17][NH:16][CH2:15][CH2:14]3)[C:8]3[N:9]([CH:10]=[N:11][N:12]=3)[C:4]=2[CH:3]=1.[CH3:21][N:22](C=O)C. The catalyst is [C-]#N.[C-]#N.[Zn+2].C1C=CC([P]([Pd]([P](C2C=CC=CC=2)(C2C=CC=CC=2)C2C=CC=CC=2)([P](C2C=CC=CC=2)(C2C=CC=CC=2)C2C=CC=CC=2)[P](C2C=CC=CC=2)(C2C=CC=CC=2)C2C=CC=CC=2)(C2C=CC=CC=2)C2C=CC=CC=2)=CC=1. The yield is 0.100. The product is [N:13]1([C:7]2[C:8]3[N:9]([CH:10]=[N:11][N:12]=3)[C:4]3[CH:3]=[C:2]([C:21]#[N:22])[CH:20]=[N:19][C:5]=3[N:6]=2)[CH2:18][CH2:17][NH:16][CH2:15][CH2:14]1. (5) The reactants are [Cl:1][C:2]1[CH:3]=[C:4]([CH:8]([C:20]2([OH:26])[CH2:25][CH2:24][CH2:23][CH2:22][CH2:21]2)[C:9]([N:11]2[CH2:16][CH2:15][N:14](C([O-])=O)[CH2:13][CH2:12]2)=O)[CH:5]=[CH:6][CH:7]=1.B.Cl.CO. The catalyst is O1CCCC1. The product is [Cl:1][C:2]1[CH:3]=[C:4]([CH:8]([C:20]2([OH:26])[CH2:21][CH2:22][CH2:23][CH2:24][CH2:25]2)[CH2:9][N:11]2[CH2:16][CH2:15][NH:14][CH2:13][CH2:12]2)[CH:5]=[CH:6][CH:7]=1. The yield is 0.990. (6) The reactants are [H-].[Na+].[C:3]([O:9][CH2:10][CH3:11])(=[O:8])[CH2:4][C:5]([O-:7])=[O:6].[Br:12][C:13]1[CH:14]=[C:15]([N+:20]([O-:22])=[O:21])[C:16](Cl)=[N:17][CH:18]=1.[CH3:23][C:24](O)=O. The catalyst is CN(C=O)C. The product is [Br:12][C:13]1[CH:14]=[C:15]([N+:20]([O-:22])=[O:21])[C:16]([CH:4]([C:5]([O:7][CH2:23][CH3:24])=[O:6])[C:3]([O:9][CH2:10][CH3:11])=[O:8])=[N:17][CH:18]=1. The yield is 0.990. (7) The reactants are [Cl:1][C:2]1[CH:7]=[CH:6][C:5]([N:8]=[C:9]=[O:10])=[CH:4][CH:3]=1.[CH2:11]([NH:18][C:19]([C:21]1[S:25][C:24]([NH2:26])=[N:23][C:22]=1[CH3:27])=[O:20])[C:12]1[CH:17]=[CH:16][CH:15]=[CH:14][CH:13]=1. No catalyst specified. The product is [CH2:11]([NH:18][C:19]([C:21]1[S:25][C:24]([NH:26][C:9]([NH:8][C:5]2[CH:6]=[CH:7][C:2]([Cl:1])=[CH:3][CH:4]=2)=[O:10])=[N:23][C:22]=1[CH3:27])=[O:20])[C:12]1[CH:17]=[CH:16][CH:15]=[CH:14][CH:13]=1. The yield is 0.620.